This data is from Forward reaction prediction with 1.9M reactions from USPTO patents (1976-2016). The task is: Predict the product of the given reaction. (1) Given the reactants Br[C:2]1[CH:7]=[CH:6][C:5]([C:8]2[CH:13]=[CH:12][C:11]([N:14]3[CH:18]=[CH:17][N:16]=[N:15]3)=[CH:10][CH:9]=2)=[CH:4][CH:3]=1.Br[C:20]1[CH:21]=[C:22]2[C:26](=[CH:27][C:28]=1[F:29])[NH:25][C:24](=[O:30])[CH2:23]2.[O-]P([O-])([O-])=O.[K+].[K+].[K+], predict the reaction product. The product is: [F:29][C:28]1[CH:27]=[C:26]2[C:22]([CH2:23][C:24](=[O:30])[NH:25]2)=[CH:21][C:20]=1[C:2]1[CH:7]=[CH:6][C:5]([C:8]2[CH:13]=[CH:12][C:11]([N:14]3[CH:18]=[CH:17][N:16]=[N:15]3)=[CH:10][CH:9]=2)=[CH:4][CH:3]=1. (2) Given the reactants [CH3:1][C:2]1[CH:3]=[CH:4][C:5]([N:10]2[CH2:15][CH2:14][N:13]([CH3:16])[CH2:12][CH2:11]2)=[C:6]([CH:9]=1)[CH2:7][OH:8].C(Cl)(Cl)Cl.CO, predict the reaction product. The product is: [CH3:1][C:2]1[CH:3]=[CH:4][C:5]([N:10]2[CH2:15][CH2:14][N:13]([CH3:16])[CH2:12][CH2:11]2)=[C:6]([CH:9]=1)[CH:7]=[O:8]. (3) Given the reactants [N:1]1[CH:6]=[CH:5][CH:4]=[C:3]([C:7]2[CH:16]=[N:15][C:14]([NH2:17])=[C:13]3[C:8]=2[CH:9]=[CH:10][CH:11]=[N:12]3)[CH:2]=1.[Cl:18][C:19]1[CH:24]=[C:23](I)[CH:22]=[CH:21][N:20]=1, predict the reaction product. The product is: [Cl:18][C:19]1[CH:24]=[C:23]([NH:17][C:14]2[N:15]=[CH:16][C:7]([C:3]3[CH:2]=[N:1][CH:6]=[CH:5][CH:4]=3)=[C:8]3[C:13]=2[N:12]=[CH:11][CH:10]=[CH:9]3)[CH:22]=[CH:21][N:20]=1. (4) Given the reactants ClC(OCC(C)C)=O.C[N:10]1CCOCC1.[C:16]([C:19]1[N:20]=[CH:21][N:22]2[C:27](=[O:28])[N:26]([CH2:29][CH2:30][C:31]([OH:33])=O)[N:25]=[N:24][C:23]=12)(=[O:18])[NH2:17].N.C(N(CC)CC)C, predict the reaction product. The product is: [C:16]([C:19]1[N:20]=[CH:21][N:22]2[C:27](=[O:28])[N:26]([CH2:29][CH2:30][C:31]([NH2:10])=[O:33])[N:25]=[N:24][C:23]=12)(=[O:18])[NH2:17]. (5) Given the reactants [CH:1]1([C:4]2[C:5]([O:13][CH2:14][C:15]([F:18])([F:17])[F:16])=[CH:6][C:7]([C:10]([OH:12])=O)=[N:8][CH:9]=2)[CH2:3][CH2:2]1.CN(C(ON1N=NC2C=CC=CC1=2)=[N+](C)C)C.[B-](F)(F)(F)F.C(N(CC)CC)C.[CH2:48]([O:55][CH2:56][C:57]([C:60]1[N:64]=[C:63]([CH3:65])[O:62][N:61]=1)([NH2:59])[CH3:58])[C:49]1[CH:54]=[CH:53][CH:52]=[CH:51][CH:50]=1, predict the reaction product. The product is: [CH2:48]([O:55][CH2:56][C:57]([NH:59][C:10](=[O:12])[C:7]1[CH:6]=[C:5]([O:13][CH2:14][C:15]([F:18])([F:17])[F:16])[C:4]([CH:1]2[CH2:2][CH2:3]2)=[CH:9][N:8]=1)([C:60]1[N:64]=[C:63]([CH3:65])[O:62][N:61]=1)[CH3:58])[C:49]1[CH:54]=[CH:53][CH:52]=[CH:51][CH:50]=1. (6) Given the reactants Br[C:2]1[CH:7]=[CH:6][C:5]([C:8]2[NH:9][C:10](=[O:24])[C:11]3[C:16]([CH:17]4[CH2:22][CH2:21][CH2:20][CH2:19][CH2:18]4)=[N:15][N:14]([CH3:23])[C:12]=3[N:13]=2)=[C:4]([O:25][CH2:26][CH3:27])[CH:3]=1.Cl.[CH3:29][N:30]([CH:41]1[CH2:46][CH2:45][NH:44][CH2:43][CH2:42]1)[C:31](=[O:40])[O:32][CH2:33][C:34]1[CH:39]=[CH:38][CH:37]=[CH:36][CH:35]=1, predict the reaction product. The product is: [CH:17]1([C:16]2[C:11]3[C:10](=[O:24])[NH:9][C:8]([C:5]4[CH:6]=[CH:7][C:2]([N:44]5[CH2:43][CH2:42][CH:41]([N:30]([CH3:29])[C:31](=[O:40])[O:32][CH2:33][C:34]6[CH:39]=[CH:38][CH:37]=[CH:36][CH:35]=6)[CH2:46][CH2:45]5)=[CH:3][C:4]=4[O:25][CH2:26][CH3:27])=[N:13][C:12]=3[N:14]([CH3:23])[N:15]=2)[CH2:22][CH2:21][CH2:20][CH2:19][CH2:18]1. (7) Given the reactants [C:1]1([C:14]2[CH:19]=[CH:18][CH:17]=[CH:16][CH:15]=2)[CH:6]=[CH:5][C:4]([CH2:7][C:8](N(OC)C)=[O:9])=[CH:3][CH:2]=1.[C:20]1([Mg]Br)[CH:25]=[CH:24][CH:23]=[CH:22][CH:21]=1, predict the reaction product. The product is: [C:1]1([C:14]2[CH:19]=[CH:18][CH:17]=[CH:16][CH:15]=2)[CH:6]=[CH:5][C:4]([CH2:7][C:8]([C:20]2[CH:25]=[CH:24][CH:23]=[CH:22][CH:21]=2)=[O:9])=[CH:3][CH:2]=1.